This data is from Forward reaction prediction with 1.9M reactions from USPTO patents (1976-2016). The task is: Predict the product of the given reaction. (1) Given the reactants C[NH:2][CH2:3][C:4]([OH:6])=[O:5].[C:7]([C:10]1[C:11](=[O:20])[O:12][C:13]2[C:18]([CH:19]=1)=[CH:17][CH:16]=[CH:15][CH:14]=2)([OH:9])=O.[CH2:21](Cl)Cl, predict the reaction product. The product is: [CH3:21][O:6][C:4](=[O:5])[CH2:3][NH:2][C:7]([C:10]1[C:11](=[O:20])[O:12][C:13]2[C:18]([CH:19]=1)=[CH:17][CH:16]=[CH:15][CH:14]=2)=[O:9]. (2) Given the reactants [CH2:1](Cl)[C:2]([CH2:4][Cl:5])=O.[NH2:7][C:8]([NH2:10])=[S:9], predict the reaction product. The product is: [ClH:5].[NH2:10][C:8]1[S:9][CH:1]=[C:2]([CH2:4][Cl:5])[N:7]=1. (3) Given the reactants [CH2:1]([NH:8][C:9]1[C:18]2[CH2:17][C:16](=[CH2:19])[CH2:15][CH2:14][C:13]=2[CH:12]=[CH:11][CH:10]=1)[C:2]1[CH:7]=[CH:6][CH:5]=[CH:4][CH:3]=1.B1(B2C3CCCC2CCC3)C2CCCC1CCC2.[OH-].[Na+].OO, predict the reaction product. The product is: [CH2:1]([NH:8][C:9]1[C:18]2[CH2:17][CH:16]([CH3:19])[CH2:15][CH2:14][C:13]=2[CH:12]=[CH:11][CH:10]=1)[C:2]1[CH:3]=[CH:4][CH:5]=[CH:6][CH:7]=1.